From a dataset of Catalyst prediction with 721,799 reactions and 888 catalyst types from USPTO. Predict which catalyst facilitates the given reaction. Reactant: Br[C:2]1[N:3]([C:12]2[N:13]=[CH:14][N:15]=[C:16]([NH2:19])[C:17]=2[N:18]=1)[C@@H:4]1[O:11][C@H:8]([CH2:9][OH:10])[C@@H:6]([OH:7])[CH2:5]1.[C:20]1([C:28]2[CH:33]=[CH:32][CH:31]=[CH:30][CH:29]=2)[CH:25]=[CH:24][C:23]([CH2:26][NH2:27])=[CH:22][CH:21]=1.C(N(CC)C(C)C)(C)C. Product: [C:20]1([C:28]2[CH:29]=[CH:30][CH:31]=[CH:32][CH:33]=2)[CH:21]=[CH:22][C:23]([CH2:26][NH:27][C:2]2[N:3]([C:12]3[N:13]=[CH:14][N:15]=[C:16]([NH2:19])[C:17]=3[N:18]=2)[C@@H:4]2[O:11][C@H:8]([CH2:9][OH:10])[C@@H:6]([OH:7])[CH2:5]2)=[CH:24][CH:25]=1. The catalyst class is: 259.